This data is from Catalyst prediction with 721,799 reactions and 888 catalyst types from USPTO. The task is: Predict which catalyst facilitates the given reaction. (1) Reactant: [CH2:1]([NH2:8])[C:2]1[CH:7]=[CH:6][CH:5]=[CH:4][CH:3]=1.[N+:9]([C:12]1[CH:17]=[CH:16][C:15]([C:18]2[CH:23]=[CH:22][C:21]([S:24](Cl)(=[O:26])=[O:25])=[CH:20][CH:19]=2)=[CH:14][CH:13]=1)([O-:11])=[O:10].O. Product: [CH2:1]([NH:8][S:24]([C:21]1[CH:22]=[CH:23][C:18]([C:15]2[CH:16]=[CH:17][C:12]([N+:9]([O-:11])=[O:10])=[CH:13][CH:14]=2)=[CH:19][CH:20]=1)(=[O:25])=[O:26])[C:2]1[CH:7]=[CH:6][CH:5]=[CH:4][CH:3]=1. The catalyst class is: 3. (2) The catalyst class is: 9. Reactant: [Cl:1][C:2]1[CH:9]=[C:8]([OH:10])[CH:7]=[CH:6][C:3]=1[CH:4]=[O:5].[Si:11](Cl)([C:14]([CH3:17])([CH3:16])[CH3:15])([CH3:13])[CH3:12].N1C=CN=C1. Product: [Si:11]([O:10][C:8]1[CH:7]=[CH:6][C:3]([CH:4]=[O:5])=[C:2]([Cl:1])[CH:9]=1)([C:14]([CH3:17])([CH3:16])[CH3:15])([CH3:13])[CH3:12].